This data is from Reaction yield outcomes from USPTO patents with 853,638 reactions. The task is: Predict the reaction yield, written as a fraction of the theoretical maximum amount of product (1.0 means a 100% yield; for example, 0.34 means a 34% yield). The reactants are CC([O-])(C)C.[Na+].Br[C:8]1[CH:9]=[C:10]([C:14]2[N:23]([C:24]3[CH:29]=[CH:28][C:27]([CH:30]([CH2:32][CH3:33])[CH3:31])=[CH:26][CH:25]=3)[C:22](=[O:34])[C:21]3[C:16](=[CH:17][CH:18]=[CH:19][CH:20]=3)[N:15]=2)[CH:11]=[N:12][CH:13]=1.[NH:35]([CH2:38][CH3:39])[CH2:36][CH3:37]. The catalyst is C1(C)C=CC=CC=1.CC([O-])=O.CC([O-])=O.[Pd+2].C1C=CC(P(C2C=CC=CC=2)[C-]2C=CC=C2)=CC=1.C1C=CC(P(C2C=CC=CC=2)[C-]2C=CC=C2)=CC=1.[Fe+2]. The product is [CH:30]([C:27]1[CH:28]=[CH:29][C:24]([N:23]2[C:22](=[O:34])[C:21]3[C:16](=[CH:17][CH:18]=[CH:19][CH:20]=3)[N:15]=[C:14]2[C:10]2[CH:11]=[N:12][CH:13]=[C:8]([N:35]([CH2:38][CH3:39])[CH2:36][CH3:37])[CH:9]=2)=[CH:25][CH:26]=1)([CH2:32][CH3:33])[CH3:31]. The yield is 0.0500.